Dataset: Retrosynthesis with 50K atom-mapped reactions and 10 reaction types from USPTO. Task: Predict the reactants needed to synthesize the given product. (1) The reactants are: CCOc1ccccc1OCCNC(C)Cc1ccc(OC)c(SC)c1.OO. Given the product CCOc1ccccc1OCCNC(C)Cc1ccc(OC)c(S(C)=O)c1, predict the reactants needed to synthesize it. (2) Given the product COC[C@@H](NC(C)=O)C(=O)NCc1ccccc1, predict the reactants needed to synthesize it. The reactants are: COC[C@@H](NC(C)=O)C(=O)O.NCc1ccccc1. (3) Given the product COc1cc(C(=O)N2CCC(CCN3CCC(C(=O)c4nc5ccccc5n4Cc4ccc(CO)o4)CC3)(c3ccccc3)C2)cc(OC)c1OC, predict the reactants needed to synthesize it. The reactants are: COc1cc(C(=O)N2CCC(CCN3CCC(C(=O)c4nc5ccccc5[nH]4)CC3)(c3ccccc3)C2)cc(OC)c1OC.OCc1ccc(CO)o1. (4) Given the product CC(C)CN(C)C(=O)c1nc2c(s1)CCOc1cc(-c3cn[nH]c3)ccc1-2, predict the reactants needed to synthesize it. The reactants are: CNCC(C)C.O=C(O)c1nc2c(s1)CCOc1cc(-c3cn[nH]c3)ccc1-2. (5) The reactants are: CSc1c(-c2nnc(C(C)(C)C)s2)nn(-c2ccc(Cl)cc2Cl)c1-c1ccc(Cl)cc1.O=C([O-])O. Given the product CS(=O)c1c(-c2nnc(C(C)(C)C)s2)nn(-c2ccc(Cl)cc2Cl)c1-c1ccc(Cl)cc1, predict the reactants needed to synthesize it. (6) Given the product NNc1cc2c(nn1)CCCCCC2, predict the reactants needed to synthesize it. The reactants are: Clc1cc2c(nn1)CCCCCC2.NN.